Predict the reaction yield, written as a fraction of the theoretical maximum amount of product (1.0 means a 100% yield; for example, 0.34 means a 34% yield). From a dataset of Reaction yield outcomes from USPTO patents with 853,638 reactions. (1) The reactants are C([O:3][C:4]([CH:6]1[CH2:11][CH2:10][CH2:9][N:8]([C:12](=[O:31])[CH2:13][O:14][C:15]2[C:24]3[C:19](=[CH:20][C:21]([Cl:26])=[CH:22][C:23]=3[Cl:25])[CH:18]=[C:17]([C:27]([O:29]C)=[O:28])[CH:16]=2)[CH2:7]1)=[O:5])C.[Li+].[OH-]. No catalyst specified. The product is [C:27]([C:17]1[CH:16]=[C:15]([O:14][CH2:13][C:12]([N:8]2[CH2:9][CH2:10][CH2:11][CH:6]([C:4]([OH:5])=[O:3])[CH2:7]2)=[O:31])[C:24]2[C:19]([CH:18]=1)=[CH:20][C:21]([Cl:26])=[CH:22][C:23]=2[Cl:25])([OH:29])=[O:28]. The yield is 0.420. (2) The reactants are O=C1C2C(=CC=CC=2)C(=O)[N:3]1[O:12][CH:13]([C:19]1[CH:24]=[CH:23][CH:22]=[CH:21][CH:20]=1)[CH2:14][NH:15][C:16](=[O:18])[CH3:17].CNN. The catalyst is C(O)C. The product is [NH2:3][O:12][CH:13]([C:19]1[CH:24]=[CH:23][CH:22]=[CH:21][CH:20]=1)[CH2:14][NH:15][C:16](=[O:18])[CH3:17]. The yield is 0.510.